Dataset: Reaction yield outcomes from USPTO patents with 853,638 reactions. Task: Predict the reaction yield, written as a fraction of the theoretical maximum amount of product (1.0 means a 100% yield; for example, 0.34 means a 34% yield). (1) The reactants are C[O:2][C:3]([C:5]1[N:13]=[CH:12][C:11]2[NH:10][C:9]3[N:14]=[CH:15][CH:16]=[C:17]([Cl:18])[C:8]=3[C:7]=2[CH:6]=1)=[O:4].[OH-].[Li+].Cl. The catalyst is O1CCCC1.O. The product is [Cl:18][C:17]1[C:8]2[C:7]3[CH:6]=[C:5]([C:3]([OH:4])=[O:2])[N:13]=[CH:12][C:11]=3[NH:10][C:9]=2[N:14]=[CH:15][CH:16]=1. The yield is 0.980. (2) The reactants are [C:1]([O:5][C:6]([N:8]1[CH2:12][CH2:11][C:10](=[O:13])[CH2:9]1)=[O:7])([CH3:4])([CH3:3])[CH3:2].[Cl:14][C:15]1[CH:20]=[CH:19][C:18]([Mg]Br)=[CH:17][CH:16]=1. The catalyst is O1CCCC1. The product is [C:1]([O:5][C:6]([N:8]1[CH2:12][CH2:11][C:10]([C:18]2[CH:19]=[CH:20][C:15]([Cl:14])=[CH:16][CH:17]=2)([OH:13])[CH2:9]1)=[O:7])([CH3:4])([CH3:2])[CH3:3]. The yield is 0.580. (3) The product is [C:1]([C:3]1([C:9]2[CH:10]=[C:11]([CH:16]=[CH:17][CH:18]=2)[C:12]([OH:14])=[O:13])[CH2:8][CH2:7][CH2:6][CH2:5][CH2:4]1)#[N:2]. The reactants are [C:1]([C:3]1([C:9]2[CH:10]=[C:11]([CH:16]=[CH:17][CH:18]=2)[C:12]([O:14]C)=[O:13])[CH2:8][CH2:7][CH2:6][CH2:5][CH2:4]1)#[N:2].[OH-].[Li+].O1CCCC1.CO. The yield is 0.880. The catalyst is O. (4) The reactants are [CH:1]1([CH:6]=[C:7]([C:18]2[NH:30][C:21]3=[N:22][CH:23]=[C:24]([O:26][CH2:27][CH2:28][OH:29])[CH:25]=[C:20]3[CH:19]=2)[C:8]2[CH:13]=[CH:12][C:11]([S:14]([CH3:17])(=[O:16])=[O:15])=[CH:10][CH:9]=2)[CH2:5][CH2:4][CH2:3][CH2:2]1. The catalyst is [Pd].CO. The product is [CH:1]1([CH2:6][CH:7]([C:18]2[NH:30][C:21]3=[N:22][CH:23]=[C:24]([O:26][CH2:27][CH2:28][OH:29])[CH:25]=[C:20]3[CH:19]=2)[C:8]2[CH:13]=[CH:12][C:11]([S:14]([CH3:17])(=[O:16])=[O:15])=[CH:10][CH:9]=2)[CH2:5][CH2:4][CH2:3][CH2:2]1. The yield is 0.551. (5) The yield is 0.760. No catalyst specified. The product is [C:7]([C:6]1[CH:12]=[C:13]([NH2:14])[O:1][N:4]=1)([CH3:10])([CH3:9])[CH3:8]. The reactants are [OH-:1].[Na+].Cl.[NH2:4]O.[C:6]([CH2:12][C:13]#[N:14])(=O)[C:7]([CH3:10])([CH3:9])[CH3:8]. (6) The reactants are Cl[C:2]1[CH:3]=[CH:4][CH:5]=[C:6]2[C:11]=1[C:10](=[O:12])[N:9]([C:13]1[CH:18]=[CH:17][CH:16]=[CH:15][CH:14]=1)[C:8]([C@@H:19]([NH:21][C:22]1[N:27]3[N:28]=[CH:29][CH:30]=[C:26]3[N:25]=[CH:24][CH:23]=1)[CH3:20])=[CH:7]2.[CH3:31][N:32]1[CH:36]=[C:35](B2OC(C)(C)C(C)(C)O2)[CH:34]=[N:33]1.C([O-])([O-])=O.[Na+].[Na+]. The catalyst is CN(C)C(=O)C.O.C1C=CC(P(C2C=CC=CC=2)[C-]2C=CC=C2)=CC=1.C1C=CC(P(C2C=CC=CC=2)[C-]2C=CC=C2)=CC=1.Cl[Pd]Cl.[Fe+2]. The product is [CH3:31][N:32]1[CH:36]=[C:35]([C:2]2[CH:3]=[CH:4][CH:5]=[C:6]3[C:11]=2[C:10](=[O:12])[N:9]([C:13]2[CH:18]=[CH:17][CH:16]=[CH:15][CH:14]=2)[C:8]([C@@H:19]([NH:21][C:22]2[N:27]4[N:28]=[CH:29][CH:30]=[C:26]4[N:25]=[CH:24][CH:23]=2)[CH3:20])=[CH:7]3)[CH:34]=[N:33]1. The yield is 0.600. (7) The reactants are [Cl:1][C:2]1[CH:3]=[C:4]2[C:9](=[CH:10][C:11]=1[O:12][C:13]1[CH:18]=[CH:17][C:16]([C:19](=[O:33])[NH:20][CH:21]3[CH2:26][CH2:25][CH:24]([C:27]4[CH:32]=[CH:31][CH:30]=[CH:29][CH:28]=4)[CH2:23][CH2:22]3)=[CH:15][CH:14]=1)[O:8][CH2:7][CH2:6][CH:5]2[C:34]([OH:36])=[O:35].[OH-].[Na+].[CH2:39]1COC[CH2:40]1.CO. No catalyst specified. The product is [Cl:1][C:2]1[CH:3]=[C:4]2[C:9](=[CH:10][C:11]=1[O:12][C:13]1[CH:14]=[CH:15][C:16]([C:19](=[O:33])[NH:20][CH:21]3[CH2:22][CH2:23][CH:24]([C:27]4[CH:28]=[CH:29][CH:30]=[CH:31][CH:32]=4)[CH2:25][CH2:26]3)=[CH:17][CH:18]=1)[O:8][CH2:7][CH2:6][CH:5]2[C:34]([O:36][CH2:39][CH3:40])=[O:35]. The yield is 1.00. (8) The reactants are [Cl-].O[NH3+:3].[C:4](=[O:7])([O-])[OH:5].[Na+].CS(C)=O.[OH:13][C:14]1([CH2:20][N:21]2[C:26](=[O:27])[C:25]([CH2:28][C:29]3[CH:34]=[CH:33][C:32]([C:35]4[C:36]([C:41]#[N:42])=[CH:37][CH:38]=[CH:39][CH:40]=4)=[CH:31][CH:30]=3)=[C:24]([CH2:43][CH2:44][CH3:45])[N:23]=[C:22]2[CH3:46])[CH2:19][CH2:18][O:17][CH2:16][CH2:15]1. The catalyst is C(OCC)(=O)C. The product is [OH:13][C:14]1([CH2:20][N:21]2[C:26](=[O:27])[C:25]([CH2:28][C:29]3[CH:34]=[CH:33][C:32]([C:35]4[CH:40]=[CH:39][CH:38]=[CH:37][C:36]=4[C:41]4[NH:3][C:4](=[O:7])[O:5][N:42]=4)=[CH:31][CH:30]=3)=[C:24]([CH2:43][CH2:44][CH3:45])[N:23]=[C:22]2[CH3:46])[CH2:19][CH2:18][O:17][CH2:16][CH2:15]1. The yield is 0.180.